This data is from Full USPTO retrosynthesis dataset with 1.9M reactions from patents (1976-2016). The task is: Predict the reactants needed to synthesize the given product. (1) Given the product [CH3:40][C:41]1[CH:46]=[C:45]([CH3:47])[CH:44]=[CH:43][C:42]=1[N:48]1[CH2:53][CH2:52][N:51]([C:54]([C:56]2[CH:61]=[CH:60][C:59]([N:62]3[CH:66]([CH3:67])[CH2:65][NH:64][C:63]3=[O:77])=[CH:58][CH:57]=2)=[O:55])[CH2:50][CH2:49]1, predict the reactants needed to synthesize it. The reactants are: BrC1C=CC(C(N2CCN(C3C=CC(C)=CC=3C)CC2)=O)=CC=1.COC1C=CC(CN2CC(C)NC2=O)=CC=1.[CH3:40][C:41]1[CH:46]=[C:45]([CH3:47])[CH:44]=[CH:43][C:42]=1[N:48]1[CH2:53][CH2:52][N:51]([C:54]([C:56]2[CH:61]=[CH:60][C:59]([N:62]3[CH:66]([CH3:67])[CH2:65][N:64](CC4C=CC(OC)=CC=4)[C:63]3=[O:77])=[CH:58][CH:57]=2)=[O:55])[CH2:50][CH2:49]1. (2) Given the product [OH:8][CH2:9][C:11]1[C:12]([C:24]2[CH:29]=[CH:28][C:27]([O:30][CH2:31][O:32][CH3:33])=[CH:26][C:25]=2[O:34][CH3:35])=[CH:13][CH:14]=[C:15]2[C:20]=1[NH:19][C:18](=[O:21])[C:17]([CH3:22])([CH3:23])[NH:16]2, predict the reactants needed to synthesize it. The reactants are: [H-].[Al+3].[Li+].[H-].[H-].[H-].C[O:8][C:9]([C:11]1[C:12]([C:24]2[CH:29]=[CH:28][C:27]([O:30][CH2:31][O:32][CH3:33])=[CH:26][C:25]=2[O:34][CH3:35])=[CH:13][CH:14]=[C:15]2[C:20]=1[NH:19][C:18](=[O:21])[C:17]([CH3:23])([CH3:22])[NH:16]2)=O.Cl. (3) Given the product [Br:1][C:2]1[CH:12]=[C:6]([N:7]([CH2:9][CH2:10][Cl:11])[CH3:8])[C:5]([NH2:13])=[CH:4][C:3]=1[CH:16]([F:17])[F:18], predict the reactants needed to synthesize it. The reactants are: [Br:1][C:2]1[C:3]([CH:16]([F:18])[F:17])=[CH:4][C:5]([N+:13]([O-])=O)=[C:6]([CH:12]=1)[N:7]([CH2:9][CH2:10][Cl:11])[CH3:8]. (4) Given the product [CH:22]1([NH:21][C:9]2[C:8]3([CH2:28][CH2:29][N:5]([CH2:4][C:3]4[CH:30]=[CH:31][CH:32]=[CH:33][C:2]=4[NH:1][CH:35]([CH3:37])[CH3:34])[CH2:6][CH2:7]3)[N:12]([C:13]3[CH:18]=[CH:17][CH:16]=[C:15]([F:19])[CH:14]=3)[C:11](=[O:20])[N:10]=2)[CH2:23][CH2:24][CH2:25][CH2:26][CH2:27]1, predict the reactants needed to synthesize it. The reactants are: [NH2:1][C:2]1[CH:33]=[CH:32][CH:31]=[CH:30][C:3]=1[CH2:4][N:5]1[CH2:29][CH2:28][C:8]2([N:12]([C:13]3[CH:18]=[CH:17][CH:16]=[C:15]([F:19])[CH:14]=3)[C:11](=[O:20])[N:10]=[C:9]2[NH:21][CH:22]2[CH2:27][CH2:26][CH2:25][CH2:24][CH2:23]2)[CH2:7][CH2:6]1.[CH3:34][C:35]([CH3:37])=O.